From a dataset of Forward reaction prediction with 1.9M reactions from USPTO patents (1976-2016). Predict the product of the given reaction. (1) Given the reactants [C:1]([O:5][C:6](=[O:19])[N:7]([CH2:10][C:11]1[CH:12]=[N:13][CH:14]=[C:15](Br)[C:16]=1[CH3:17])[CH2:8][CH3:9])([CH3:4])([CH3:3])[CH3:2].[N:20]1[CH:25]=[CH:24][C:23]([C:26]2[N:27]([CH2:55][O:56][CH2:57][CH2:58][Si:59]([CH3:62])([CH3:61])[CH3:60])[C:28]([C:31]3[C:39]4[C:34](=[CH:35][CH:36]=[C:37](B5OC(C)(C)C(C)(C)O5)[CH:38]=4)[N:33]([CH:49]4[CH2:54][CH2:53][CH2:52][CH2:51][O:50]4)[N:32]=3)=[CH:29][N:30]=2)=[CH:22][CH:21]=1.P([O-])([O-])([O-])=O.[K+].[K+].[K+], predict the reaction product. The product is: [CH2:8]([N:7]([CH2:10][C:11]1[CH:12]=[N:13][CH:14]=[C:15]([C:37]2[CH:38]=[C:39]3[C:34](=[CH:35][CH:36]=2)[N:33]([CH:49]2[CH2:54][CH2:53][CH2:52][CH2:51][O:50]2)[N:32]=[C:31]3[C:28]2[N:27]([CH2:55][O:56][CH2:57][CH2:58][Si:59]([CH3:62])([CH3:61])[CH3:60])[C:26]([C:23]3[CH:24]=[CH:25][N:20]=[CH:21][CH:22]=3)=[N:30][CH:29]=2)[C:16]=1[CH3:17])[C:6](=[O:19])[O:5][C:1]([CH3:4])([CH3:3])[CH3:2])[CH3:9]. (2) Given the reactants [CH3:1][O:2][C:3]1[CH:4]=[C:5]2[C:10](=[CH:11][C:12]=1[O:13][CH3:14])[N:9]=[CH:8][N:7]=[C:6]2[CH:15]1[CH2:20][CH2:19][NH:18][CH2:17][CH2:16]1.[N+](C1C=CC([O:30][C:31](=O)[NH:32][C:33]2[CH:38]=[CH:37][C:36]([CH:39]([CH3:41])[CH3:40])=[CH:35][CH:34]=2)=CC=1)([O-])=O, predict the reaction product. The product is: [CH:39]([C:36]1[CH:37]=[CH:38][C:33]([NH:32][C:31]([N:18]2[CH2:19][CH2:20][CH:15]([C:6]3[C:5]4[C:10](=[CH:11][C:12]([O:13][CH3:14])=[C:3]([O:2][CH3:1])[CH:4]=4)[N:9]=[CH:8][N:7]=3)[CH2:16][CH2:17]2)=[O:30])=[CH:34][CH:35]=1)([CH3:41])[CH3:40]. (3) Given the reactants [CH3:1][CH:2]1[CH2:7][CH2:6][CH:5]([C:8](Cl)=[O:9])[CH2:4][CH2:3]1.[N+](=[CH2:13])=[N-].[ClH:14], predict the reaction product. The product is: [Cl:14][CH2:13][C:8]([CH:5]1[CH2:6][CH2:7][CH:2]([CH3:1])[CH2:3][CH2:4]1)=[O:9]. (4) Given the reactants [CH:1]1([C:4]2[N:5]=[C:6]3[CH:11]=[CH:10][C:9]([N+:12]([O-])=O)=[CH:8][N:7]3[C:15]=2[CH3:16])[CH2:3][CH2:2]1.[Cl:17][C:18]1[N:23]=[N:22][C:21]([C:24]2[CH:29]=[CH:28][C:27]([C:30](O)=[O:31])=[CH:26][CH:25]=2)=[CH:20][CH:19]=1, predict the reaction product. The product is: [Cl:17][C:18]1[N:23]=[N:22][C:21]([C:24]2[CH:29]=[CH:28][C:27]([C:30]([NH:12][C:9]3[CH:10]=[CH:11][C:6]4[N:7]([C:15]([CH3:16])=[C:4]([CH:1]5[CH2:3][CH2:2]5)[N:5]=4)[CH:8]=3)=[O:31])=[CH:26][CH:25]=2)=[CH:20][CH:19]=1.